From a dataset of Catalyst prediction with 721,799 reactions and 888 catalyst types from USPTO. Predict which catalyst facilitates the given reaction. (1) Reactant: [Cl:1][C:2]1[N:7]=[C:6](Cl)[CH:5]=[CH:4][N:3]=1.[CH2:9]([NH2:16])[C:10]1[CH:15]=[CH:14][CH:13]=[CH:12][CH:11]=1.C(N(CC)C(C)C)(C)C. Product: [CH2:9]([NH:16][C:6]1[CH:5]=[CH:4][N:3]=[C:2]([Cl:1])[N:7]=1)[C:10]1[CH:15]=[CH:14][CH:13]=[CH:12][CH:11]=1. The catalyst class is: 32. (2) Reactant: Cl[C:2]1[CH:7]=[C:6]([N:8]([CH:16]2[CH2:18][CH2:17]2)C(=O)OC(C)(C)C)[N:5]2[N:19]=[CH:20][C:21]([CH:22]=[C:23]3[CH2:27][C:26](=[O:28])[NH:25][C:24]3=[O:29])=[C:4]2[N:3]=1.C([O-])([O-])=O.[K+].[K+].[N:36]1[CH:41]=[CH:40][CH:39]=[C:38]([CH2:42][NH2:43])[CH:37]=1. Product: [CH:16]1([NH:8][C:6]2[N:5]3[N:19]=[CH:20][C:21]([CH:22]=[C:23]4[CH2:27][C:26](=[O:28])[NH:25][C:24]4=[O:29])=[C:4]3[N:3]=[C:2]([NH:43][CH2:42][C:38]3[CH:37]=[N:36][CH:41]=[CH:40][CH:39]=3)[CH:7]=2)[CH2:17][CH2:18]1. The catalyst class is: 85. (3) Reactant: [F:1][C:2]1[CH:3]=[CH:4][C:5]([N+:9]([O-])=O)=[C:6]([CH3:8])[CH:7]=1. Product: [F:1][C:2]1[CH:3]=[CH:4][C:5]([NH2:9])=[C:6]([CH3:8])[CH:7]=1. The catalyst class is: 129. (4) Reactant: [F:1][C:2]1[CH:7]=[CH:6][CH:5]=[CH:4][C:3]=1[NH:8][C:9](=[O:32])[NH:10][C:11]1[CH:16]=[CH:15][C:14]([C:17]2[CH:21]=[C:20]([C:22]([NH:24][C@@H:25]([CH2:30]O)[C:26]([O:28][CH3:29])=[O:27])=[O:23])[O:19][N:18]=2)=[CH:13][CH:12]=1.CC(C)C(NC(C1ON=C(C2C=CC(NC(NC3C=CC(C(F)(F)F)=CC=3)=O)=CC=2)C=1)=O)C(OC)=O.S(Cl)(C)(=O)=O.CCN(CC)CC. Product: [F:1][C:2]1[CH:7]=[CH:6][CH:5]=[CH:4][C:3]=1[NH:8][C:9](=[O:32])[NH:10][C:11]1[CH:16]=[CH:15][C:14]([C:17]2[CH:21]=[C:20]([C:22]([NH:24][C:25](=[CH2:30])[C:26]([O:28][CH3:29])=[O:27])=[O:23])[O:19][N:18]=2)=[CH:13][CH:12]=1. The catalyst class is: 34.